This data is from Catalyst prediction with 721,799 reactions and 888 catalyst types from USPTO. The task is: Predict which catalyst facilitates the given reaction. Reactant: [N+:1]([C:4]1[CH:5]=[C:6]([OH:10])[CH:7]=[CH:8][CH:9]=1)([O-:3])=[O:2].[Br:11][CH2:12][CH2:13][CH2:14][CH2:15][CH2:16]Br.C(=O)([O-])[O-].[K+].[K+]. Product: [Br:11][CH2:12][CH2:13][CH2:14][CH2:15][CH2:16][O:10][C:6]1[CH:7]=[CH:8][CH:9]=[C:4]([N+:1]([O-:3])=[O:2])[CH:5]=1. The catalyst class is: 60.